Dataset: Full USPTO retrosynthesis dataset with 1.9M reactions from patents (1976-2016). Task: Predict the reactants needed to synthesize the given product. (1) Given the product [N:31]1([CH2:27][CH2:26][N:24]2[CH:25]=[C:21]([C:18]3[CH:19]=[CH:20][C:15]4[N:16]([C:12]([CH2:11][C:7]5[CH:6]=[C:5]6[C:10](=[CH:9][CH:8]=5)[N:1]=[CH:2][CH:3]=[CH:4]6)=[CH:13][N:14]=4)[N:17]=3)[CH:22]=[N:23]2)[CH2:32][CH2:33][CH2:30][CH2:29]1, predict the reactants needed to synthesize it. The reactants are: [N:1]1[C:10]2[C:5](=[CH:6][C:7]([CH2:11][C:12]3[N:16]4[N:17]=[C:18]([C:21]5[CH:22]=[N:23][N:24]([CH2:26][CH2:27]O)[CH:25]=5)[CH:19]=[CH:20][C:15]4=[N:14][CH:13]=3)=[CH:8][CH:9]=2)[CH:4]=[CH:3][CH:2]=1.[CH2:29]([N:31](CC)[CH2:32][CH3:33])[CH3:30].S(Cl)(C)(=O)=O.N1CCCC1. (2) Given the product [ClH:1].[Cl:9][C:4]1[CH:5]=[C:6]([Cl:8])[CH:7]=[C:2]([Cl:1])[C:3]=1[CH2:10][O:11][C:12]1[CH:17]=[CH:16][C:15]2[C:18]3([CH2:32][O:33][C:14]=2[CH:13]=1)[CH2:23][CH2:22][N:21]([CH2:24][C:25]([OH:27])=[O:26])[CH2:20][CH2:19]3, predict the reactants needed to synthesize it. The reactants are: [Cl:1][C:2]1[CH:7]=[C:6]([Cl:8])[CH:5]=[C:4]([Cl:9])[C:3]=1[CH2:10][O:11][C:12]1[CH:17]=[CH:16][C:15]2[C:18]3([CH2:32][O:33][C:14]=2[CH:13]=1)[CH2:23][CH2:22][N:21]([CH2:24][C:25]([O:27]C(C)(C)C)=[O:26])[CH2:20][CH2:19]3.O1CCOCC1.